This data is from Catalyst prediction with 721,799 reactions and 888 catalyst types from USPTO. The task is: Predict which catalyst facilitates the given reaction. (1) Reactant: O.ON1C2C=CC=CC=2N=N1.CCN=C=NCCCN(C)C.Cl.C(N(CC)CC)C.[NH2:31][C@H:32]1[CH2:37][CH2:36][N:35]([C:38]([O:40][C:41]([CH3:44])([CH3:43])[CH3:42])=[O:39])[CH2:34][C@H:33]1[F:45].[Cl:46][C:47]1[N:48]=[C:49]([C:54](O)=[O:55])[NH:50][C:51]=1[CH2:52][CH3:53]. Product: [Cl:46][C:47]1[N:48]=[C:49]([C:54]([NH:31][C@H:32]2[CH2:37][CH2:36][N:35]([C:38]([O:40][C:41]([CH3:42])([CH3:44])[CH3:43])=[O:39])[CH2:34][C@H:33]2[F:45])=[O:55])[NH:50][C:51]=1[CH2:52][CH3:53]. The catalyst class is: 287. (2) Reactant: [Br:1][C:2]1[CH:3]=[N:4][C:5]([N:8]2[CH2:13][CH2:12][C:11]([OH:18])([C:14]([O:16]C)=[O:15])[CH2:10][CH2:9]2)=[N:6][CH:7]=1.[H-].[Na+].CI.[CH3:23]CCCCC. Product: [Br:1][C:2]1[CH:3]=[N:4][C:5]([N:8]2[CH2:13][CH2:12][C:11]([O:18][CH3:23])([C:14]([OH:16])=[O:15])[CH2:10][CH2:9]2)=[N:6][CH:7]=1. The catalyst class is: 3. (3) Reactant: [CH2:1]([O:8][C:9]([NH:11][C@H:12]1[CH2:16][CH2:15][N:14]([C@@H:17]([CH3:21])[C:18]([OH:20])=O)[C:13]1=[O:22])=[O:10])[C:2]1[CH:7]=[CH:6][CH:5]=[CH:4][CH:3]=1.F[B-](F)(F)F.N1(OC(N(C)C)=[N+](C)C)C2C=CC=CC=2N=N1.C(N(CC)C(C)C)(C)C.[NH:54]1[CH2:59][CH2:58][O:57][CH2:56][CH2:55]1.[Cl-].[NH4+]. Product: [CH3:21][C@H:17]([N:14]1[CH2:15][CH2:16][C@H:12]([NH:11][C:9](=[O:10])[O:8][CH2:1][C:2]2[CH:3]=[CH:4][CH:5]=[CH:6][CH:7]=2)[C:13]1=[O:22])[C:18]([N:54]1[CH2:59][CH2:58][O:57][CH2:56][CH2:55]1)=[O:20]. The catalyst class is: 3. (4) Reactant: Cl[C:2]1[CH:7]=[CH:6][N:5]=[C:4]2[NH:8][CH:9]=[CH:10][C:3]=12.[N-:11]=[N+:12]=[N-:13].[Na+].[Cl-].[NH4+]. Product: [N:11]([C:2]1[CH:7]=[CH:6][N:5]=[C:4]2[NH:8][CH:9]=[CH:10][C:3]=12)=[N+:12]=[N-:13]. The catalyst class is: 3. (5) Reactant: [OH:1][C@@H:2]1[CH2:6][CH2:5][O:4][CH2:3]1.C(N(CC)CC)C.[CH3:14][S:15](Cl)(=[O:17])=[O:16]. Product: [O:4]1[CH2:5][CH2:6][C@@H:2]([O:1][S:15]([CH3:14])(=[O:17])=[O:16])[CH2:3]1. The catalyst class is: 2. (6) Reactant: [Br:1][C:2]1[CH:3]=[C:4]([NH2:12])[CH:5]=[C:6]2[C:10]=1[N:9]([CH3:11])[CH:8]=[CH:7]2.Cl[C:14]1[N:22]=[CH:21][C:20]([CH:23]2[CH2:25][CH2:24]2)=[CH:19][C:15]=1[C:16]([OH:18])=[O:17].O.C1(C)C=CC(S(O)(=O)=O)=CC=1.Cl.[OH-].[Na+]. Product: [Br:1][C:2]1[CH:3]=[C:4]([NH:12][C:14]2[N:22]=[CH:21][C:20]([CH:23]3[CH2:24][CH2:25]3)=[CH:19][C:15]=2[C:16]([OH:18])=[O:17])[CH:5]=[C:6]2[C:10]=1[N:9]([CH3:11])[CH:8]=[CH:7]2. The catalyst class is: 815. (7) Reactant: C[O:2][C:3](=O)[CH:4]([C:17]1[CH:22]=[CH:21][CH:20]=[CH:19][CH:18]=1)[O:5][CH2:6][CH2:7][NH:8][NH:9]C(OC(C)(C)C)=O. Product: [NH2:9][N:8]1[CH2:7][CH2:6][O:5][CH:4]([C:17]2[CH:22]=[CH:21][CH:20]=[CH:19][CH:18]=2)[C:3]1=[O:2]. The catalyst class is: 6. (8) Reactant: [CH3:1][CH2:2][O:3][C:4]([CH:6](Br)[CH2:7][CH2:8][CH:9](Br)[C:10]([O:12][CH2:13][CH3:14])=[O:11])=[O:5].[CH2:17]([NH2:24])[C:18]1[CH:23]=[CH:22][CH:21]=[CH:20][CH:19]=1. Product: [CH3:1][CH2:2][O:3][C:4]([CH:6]1[N:24]([CH2:17][C:18]2[CH:23]=[CH:22][CH:21]=[CH:20][CH:19]=2)[CH:9]([C:10]([O:12][CH2:13][CH3:14])=[O:11])[CH2:8][CH2:7]1)=[O:5]. The catalyst class is: 48. (9) Product: [F:41][C:2]([F:1])([F:40])[C:3]1[CH:4]=[C:5]([CH:33]=[C:34]([C:36]([F:38])([F:37])[F:39])[CH:35]=1)[CH2:6][N:7]1[C:11]([C:12]2[CH:17]=[CH:16][CH:15]=[CH:14][CH:13]=2)=[C:10]([C:18]2[N:19]([CH2:25][C:26]3[CH:31]=[CH:30][CH:29]=[CH:28][C:27]=3[Cl:32])[C:20]([CH:23]=[O:24])=[N:21][N:22]=2)[N:9]=[N:8]1. The catalyst class is: 16. Reactant: [F:1][C:2]([F:41])([F:40])[C:3]1[CH:4]=[C:5]([CH:33]=[C:34]([C:36]([F:39])([F:38])[F:37])[CH:35]=1)[CH2:6][N:7]1[C:11]([C:12]2[CH:17]=[CH:16][CH:15]=[CH:14][CH:13]=2)=[C:10]([C:18]2[N:19]([CH2:25][C:26]3[CH:31]=[CH:30][CH:29]=[CH:28][C:27]=3[Cl:32])[C:20]([CH2:23][OH:24])=[N:21][N:22]=2)[N:9]=[N:8]1.O. (10) Reactant: [CH2:1]([C:3]1[CH:4]=[N:5][C:6]([C:9]2[CH:10]=[C:11]3[C:15](=[CH:16][CH:17]=2)[C@H:14]([N:18]2[CH2:21][C:20]4([CH2:26][CH2:25][N:24](C(OC(C)(C)C)=O)[CH2:23][CH2:22]4)[CH2:19]2)[CH2:13][CH2:12]3)=[N:7][CH:8]=1)[CH3:2].[ClH:34].CO. Product: [ClH:34].[ClH:34].[CH2:1]([C:3]1[CH:4]=[N:5][C:6]([C:9]2[CH:10]=[C:11]3[C:15](=[CH:16][CH:17]=2)[C@H:14]([N:18]2[CH2:21][C:20]4([CH2:26][CH2:25][NH:24][CH2:23][CH2:22]4)[CH2:19]2)[CH2:13][CH2:12]3)=[N:7][CH:8]=1)[CH3:2]. The catalyst class is: 12.